Dataset: Full USPTO retrosynthesis dataset with 1.9M reactions from patents (1976-2016). Task: Predict the reactants needed to synthesize the given product. (1) Given the product [CH3:20][N:21]1[CH2:26][CH2:25][N:24]([C:15]([C:14]2[CH:13]=[CH:12][C:11]([C:9]([O:8][CH3:7])=[O:10])=[CH:19][CH:18]=2)=[O:17])[CH2:23][CH2:22]1, predict the reactants needed to synthesize it. The reactants are: C(Cl)(=O)C(Cl)=O.[CH3:7][O:8][C:9]([C:11]1[CH:19]=[CH:18][C:14]([C:15]([OH:17])=O)=[CH:13][CH:12]=1)=[O:10].[CH3:20][N:21]1[CH2:26][CH2:25][NH:24][CH2:23][CH2:22]1.N1C=CC=CC=1. (2) Given the product [C:12]([O:11][C:9]([CH:8]1[N:7]([CH3:16])[C:5](=[O:6])[C:4]([OH:17])=[C:26]2[CH:27]1[CH2:28][CH2:29][N:24]([CH2:23][C:22]1[CH:21]=[CH:20][C:19]([F:18])=[CH:32][CH:31]=1)[C:25]2=[O:30])=[O:10])([CH3:13])([CH3:14])[CH3:15], predict the reactants needed to synthesize it. The reactants are: C(O[C:4](=[O:17])[C:5]([N:7]([CH3:16])[CH2:8][C:9]([O:11][C:12]([CH3:15])([CH3:14])[CH3:13])=[O:10])=[O:6])C.[F:18][C:19]1[CH:32]=[CH:31][C:22]([CH2:23][N:24]2[CH2:29][CH2:28][CH:27]=[CH:26][C:25]2=[O:30])=[CH:21][CH:20]=1.[Li+].C[Si]([N-][Si](C)(C)C)(C)C. (3) Given the product [CH3:56][O:55][C:54]1[C:49]([O:48][CH3:47])=[C:50]([OH:59])[C:51]([CH3:60])=[C:52]([CH2:36]/[CH:35]=[C:34](\[CH3:38])/[CH2:33][CH2:32]/[CH:31]=[C:30](\[CH3:39])/[CH2:29][CH2:28]/[CH:27]=[C:26](\[CH3:40])/[CH2:25][CH2:24]/[CH:23]=[C:22](\[CH3:41])/[CH2:21][CH2:20]/[CH:19]=[C:18](\[CH3:42])/[CH2:17][CH2:16]/[CH:15]=[C:14](\[CH3:43])/[CH2:13][CH2:12]/[CH:11]=[C:10](\[CH3:44])/[CH2:9][CH2:8]/[CH:7]=[C:6](\[CH3:45])/[CH2:5][CH2:4][CH:3]=[C:2]([CH3:46])[CH3:1])[C:53]=1[OH:57], predict the reactants needed to synthesize it. The reactants are: [CH3:1][C:2]([CH3:46])=[CH:3][CH2:4][CH2:5]/[C:6](/[CH3:45])=[CH:7]/[CH2:8][CH2:9]/[C:10](/[CH3:44])=[CH:11]/[CH2:12][CH2:13]/[C:14](/[CH3:43])=[CH:15]/[CH2:16][CH2:17]/[C:18](/[CH3:42])=[CH:19]/[CH2:20][CH2:21]/[C:22](/[CH3:41])=[CH:23]/[CH2:24][CH2:25]/[C:26](/[CH3:40])=[CH:27]/[CH2:28][CH2:29]/[C:30](/[CH3:39])=[CH:31]/[CH2:32][CH2:33]/[C:34](/[CH3:38])=[CH:35]/[CH2:36]O.[CH3:47][O:48][CH:49]1[C:54]([O:55][CH3:56])=[C:53]([OH:57])[CH:52]=[CH:51][C:50]1([OH:59])C.[CH3:60]CCCCC. (4) Given the product [CH2:1]([O:8][C:9]1[CH:14]=[C:13](/[CH:15]=[CH:16]/[C:32]2[CH:37]=[CH:36][CH:35]=[C:34]([O:38][CH3:39])[N:33]=2)[CH:12]=[CH:11][C:10]=1[N:17]1[S:21](=[O:22])(=[O:23])[N:20]([CH2:24][CH2:25][Si:26]([CH3:28])([CH3:27])[CH3:29])[C:19](=[O:30])[CH2:18]1)[C:2]1[CH:3]=[CH:4][CH:5]=[CH:6][CH:7]=1, predict the reactants needed to synthesize it. The reactants are: [CH2:1]([O:8][C:9]1[CH:14]=[C:13]([CH:15]=[CH2:16])[CH:12]=[CH:11][C:10]=1[N:17]1[S:21](=[O:23])(=[O:22])[N:20]([CH2:24][CH2:25][Si:26]([CH3:29])([CH3:28])[CH3:27])[C:19](=[O:30])[CH2:18]1)[C:2]1[CH:7]=[CH:6][CH:5]=[CH:4][CH:3]=1.Br[C:32]1[CH:37]=[CH:36][CH:35]=[C:34]([O:38][CH3:39])[N:33]=1.CCN(CC)CC.C(P(C(C)(C)C)C1C=CC=CC=1C1C=CC=CC=1)(C)(C)C. (5) Given the product [CH2:1]([C@@H:8]([CH2:24][CH2:25][C@H:26]([CH3:42])[C:27]([N:29]1[C@@H:33]([CH2:34][C:35]2[CH:36]=[CH:37][CH:38]=[CH:39][CH:40]=2)[CH2:32][O:31][C:30]1=[O:41])=[O:28])[C:9]([N:11]1[C@@H:15]([CH2:16][C:17]2[CH:22]=[CH:21][CH:20]=[CH:19][CH:18]=2)[CH2:14][O:13][C:12]1=[O:23])=[O:10])[C:2]1[CH:3]=[CH:4][CH:5]=[CH:6][CH:7]=1, predict the reactants needed to synthesize it. The reactants are: [CH2:1]([C@@H:8](/[CH:24]=[CH:25]/[C@H:26]([CH3:42])[C:27]([N:29]1[C@@H:33]([CH2:34][C:35]2[CH:40]=[CH:39][CH:38]=[CH:37][CH:36]=2)[CH2:32][O:31][C:30]1=[O:41])=[O:28])[C:9]([N:11]1[C@@H:15]([CH2:16][C:17]2[CH:22]=[CH:21][CH:20]=[CH:19][CH:18]=2)[CH2:14][O:13][C:12]1=[O:23])=[O:10])[C:2]1[CH:7]=[CH:6][CH:5]=[CH:4][CH:3]=1. (6) Given the product [Cl:12][C:13]1[CH:14]=[C:15]([C:20]2[N:29]([CH2:30][C:31]([NH:33][CH:34]([CH3:35])[CH3:36])=[O:32])[C:28](=[O:37])[C:27]3[C:22](=[CH:23][CH:24]=[C:25]([N:38]4[CH2:44][CH2:43][CH2:42][N+:41]([O-:6])([CH:45]([CH3:47])[CH3:46])[CH2:40][CH2:39]4)[CH:26]=3)[N:21]=2)[CH:16]=[CH:17][C:18]=1[F:19], predict the reactants needed to synthesize it. The reactants are: ClC1C=C(C=CC=1)C(OO)=[O:6].[Cl:12][C:13]1[CH:14]=[C:15]([C:20]2[N:29]([CH2:30][C:31]([NH:33][CH:34]([CH3:36])[CH3:35])=[O:32])[C:28](=[O:37])[C:27]3[C:22](=[CH:23][CH:24]=[C:25]([N:38]4[CH2:44][CH2:43][CH2:42][N:41]([CH:45]([CH3:47])[CH3:46])[CH2:40][CH2:39]4)[CH:26]=3)[N:21]=2)[CH:16]=[CH:17][C:18]=1[F:19]. (7) Given the product [O:4]1[C:5]2([CH2:6][CH2:7][CH:8]([N:11]3[C:44](=[O:45])[C:43]([CH2:42][C:39]4[CH:40]=[CH:41][C:36]([C:31]5[C:30]([C:28]#[N:29])=[CH:35][CH:34]=[CH:33][CH:32]=5)=[C:37]([F:54])[CH:38]=4)=[C:49]([CH2:50][CH2:51][CH3:52])[N:16]4[N:15]=[CH:14][CH:13]=[C:12]34)[CH2:9][CH2:10]2)[O:1][CH2:2][CH2:3]1, predict the reactants needed to synthesize it. The reactants are: [O:1]1[C:5]2([CH2:10][CH2:9][CH:8]([NH:11][C:12]3[NH:16][N:15]=[CH:14][CH:13]=3)[CH2:7][CH2:6]2)[O:4][CH2:3][CH2:2]1.N12CCCN=C1CCCCC2.[C:28]([C:30]1[CH:35]=[CH:34][CH:33]=[CH:32][C:31]=1[C:36]1[CH:41]=[CH:40][C:39]([CH2:42][CH:43]([C:49](=O)[CH2:50][CH2:51][CH3:52])[C:44](OCC)=[O:45])=[CH:38][C:37]=1[F:54])#[N:29].C(OCC)(=O)C. (8) The reactants are: CO[C:3]([C:5]1[C:10]([Br:11])=[N:9][CH:8]=[CH:7][N:6]=1)=[O:4].[CH3:12][C:13]1[CH:18]=[C:17]([NH2:19])[CH:16]=[CH:15][N:14]=1. Given the product [CH3:12][C:13]1[CH:18]=[C:17]([NH:19][C:3]([C:5]2[C:10]([Br:11])=[N:9][CH:8]=[CH:7][N:6]=2)=[O:4])[CH:16]=[CH:15][N:14]=1, predict the reactants needed to synthesize it.